This data is from Forward reaction prediction with 1.9M reactions from USPTO patents (1976-2016). The task is: Predict the product of the given reaction. Given the reactants [NH2:1][C:2]1[N:7]=[CH:6][N:5]=[C:4]2[N:8]([C:32]3[CH:37]=[CH:36][N:35]=[C:34](Cl)[CH:33]=3)[N:9]=[C:10]([C:11]3[CH:16]=[CH:15][C:14]([NH:17][C:18]([C:20]4[N:21]([CH3:29])[C:22]5[C:27]([CH:28]=4)=[CH:26][CH:25]=[CH:24][CH:23]=5)=[O:19])=[C:13]([O:30][CH3:31])[CH:12]=3)[C:3]=12.[NH:39]1[CH2:44][CH2:43][O:42][CH2:41][CH2:40]1, predict the reaction product. The product is: [NH2:1][C:2]1[N:7]=[CH:6][N:5]=[C:4]2[N:8]([C:32]3[CH:37]=[CH:36][N:35]=[C:34]([N:39]4[CH2:44][CH2:43][O:42][CH2:41][CH2:40]4)[CH:33]=3)[N:9]=[C:10]([C:11]3[CH:16]=[CH:15][C:14]([NH:17][C:18]([C:20]4[N:21]([CH3:29])[C:22]5[C:27]([CH:28]=4)=[CH:26][CH:25]=[CH:24][CH:23]=5)=[O:19])=[C:13]([O:30][CH3:31])[CH:12]=3)[C:3]=12.